From a dataset of TCR-epitope binding with 47,182 pairs between 192 epitopes and 23,139 TCRs. Binary Classification. Given a T-cell receptor sequence (or CDR3 region) and an epitope sequence, predict whether binding occurs between them. (1) The epitope is FVDGVPFVV. The TCR CDR3 sequence is CASSLQGANTGELFF. Result: 1 (the TCR binds to the epitope). (2) The epitope is RILGAGCFV. The TCR CDR3 sequence is CASTHEGFHEQYF. Result: 0 (the TCR does not bind to the epitope). (3) The epitope is LLWNGPMAV. Result: 0 (the TCR does not bind to the epitope). The TCR CDR3 sequence is CASSQEGTGGGNTEAFF. (4) The epitope is FLPRVFSAV. The TCR CDR3 sequence is CASSQDREGVAQYF. Result: 1 (the TCR binds to the epitope). (5) The epitope is NLVPMVATV. The TCR CDR3 sequence is CSATRTNYNEQFF. Result: 0 (the TCR does not bind to the epitope).